From a dataset of Forward reaction prediction with 1.9M reactions from USPTO patents (1976-2016). Predict the product of the given reaction. Given the reactants C([O-])C.[Na+].[Br:5][C:6]1[CH:11]=[CH:10][C:9]([C:12]2[O:13][C:14]([C:17]3[NH:18][CH:19]=[CH:20][CH:21]=3)=[N:15][N:16]=2)=[CH:8][CH:7]=1.ClCCl.CO, predict the reaction product. The product is: [Br:5][C:6]1[CH:11]=[CH:10][C:9]([C:12]2[N:18]3[CH:19]=[CH:20][CH:21]=[C:17]3[C:14](=[O:13])[NH:15][N:16]=2)=[CH:8][CH:7]=1.